This data is from Reaction yield outcomes from USPTO patents with 853,638 reactions. The task is: Predict the reaction yield, written as a fraction of the theoretical maximum amount of product (1.0 means a 100% yield; for example, 0.34 means a 34% yield). (1) The product is [CH2:1]([C:8]1[S:9][C:10]2[CH:16]=[CH:15][C:14]([Br:33])=[CH:13][C:11]=2[N:12]=1)[C:2]1[CH:7]=[CH:6][CH:5]=[CH:4][CH:3]=1. No catalyst specified. The reactants are [CH2:1]([C:8]1[S:9][C:10]2[CH:16]=[C:15](C3C=C(C4CCNCC4)N4C=3C(N)=NC=N4)[CH:14]=[CH:13][C:11]=2[N:12]=1)[C:2]1[CH:7]=[CH:6][CH:5]=[CH:4][CH:3]=1.[Br:33]C1C=CC2SC(SC)=NC=2C=1.[Br-].C([Zn+])C1C=CC=CC=1. The yield is 0.480. (2) The reactants are [F:1][C:2]1[CH:3]=[C:4]([C:20]2[C:21]([C:26]#[N:27])=[CH:22][CH:23]=[CH:24][CH:25]=2)[CH:5]=[CH:6][C:7]=1[CH2:8][N:9]1[C:14](=[O:15])[CH:13]=[C:12]([CH3:16])[N:11]=[C:10]1[CH2:17][CH2:18][CH3:19].C([O-])(=O)C.[Na+].[Br:33]Br. The catalyst is C(O)(=O)C.C1(C)C=CC=CC=1. The product is [Br:33][C:13]1[C:14](=[O:15])[N:9]([CH2:8][C:7]2[CH:6]=[CH:5][C:4]([C:20]3[C:21]([C:26]#[N:27])=[CH:22][CH:23]=[CH:24][CH:25]=3)=[CH:3][C:2]=2[F:1])[C:10]([CH2:17][CH2:18][CH3:19])=[N:11][C:12]=1[CH3:16]. The yield is 0.380. (3) The reactants are Cl.[CH2:2]([O:9][C:10]1[CH:16]=[CH:15][C:13]([NH2:14])=[CH:12][CH:11]=1)[C:3]1[CH:8]=[CH:7][CH:6]=[CH:5][CH:4]=1.[F:17][C:18]1[CH:23]=[CH:22][C:21]([NH:24][C:25]([C:27]2([C:30](O)=[O:31])[CH2:29][CH2:28]2)=[O:26])=[CH:20][CH:19]=1.CCN=C=NCCCN(C)C. No catalyst specified. The product is [F:17][C:18]1[CH:19]=[CH:20][C:21]([NH:24][C:25]([C:27]2([C:30]([NH:14][C:13]3[CH:12]=[CH:11][C:10]([O:9][CH2:2][C:3]4[CH:4]=[CH:5][CH:6]=[CH:7][CH:8]=4)=[CH:16][CH:15]=3)=[O:31])[CH2:29][CH2:28]2)=[O:26])=[CH:22][CH:23]=1. The yield is 0.950.